From a dataset of Full USPTO retrosynthesis dataset with 1.9M reactions from patents (1976-2016). Predict the reactants needed to synthesize the given product. (1) Given the product [Cl:1][C:2]1[C:3]([O:15][CH3:16])=[CH:4][C:5]([N+:12]([O-:14])=[O:13])=[C:6]([CH:7]=1)[NH2:8], predict the reactants needed to synthesize it. The reactants are: [Cl:1][C:2]1[C:3]([O:15][CH3:16])=[CH:4][C:5]([N+:12]([O-:14])=[O:13])=[C:6]([NH:8]C(=O)C)[CH:7]=1. (2) Given the product [CH2:1]([NH:9][C:10]1[C:11]([C:24]2[CH:29]=[CH:28][CH:27]=[CH:26][CH:25]=2)=[N:12][C:13]2[C:18]([N:19]=1)=[CH:17][C:16]([C:20]([OH:22])=[O:21])=[CH:15][CH:14]=2)[CH2:2][C:3]1[CH:4]=[CH:5][CH:6]=[CH:7][CH:8]=1, predict the reactants needed to synthesize it. The reactants are: [CH2:1]([NH:9][C:10]1[C:11]([C:24]2[CH:29]=[CH:28][CH:27]=[CH:26][CH:25]=2)=[N:12][C:13]2[C:18]([N:19]=1)=[CH:17][C:16]([C:20]([O:22]C)=[O:21])=[CH:15][CH:14]=2)[CH2:2][C:3]1[CH:8]=[CH:7][CH:6]=[CH:5][CH:4]=1.[OH-].[Na+]. (3) Given the product [N:8]1([C:14]([C:16]2[CH:28]=[C:27]3[C:19]([C:20]4[CH:21]=[C:22]([C:2]5[CH:7]=[CH:6][CH:5]=[CH:4][N:3]=5)[CH:23]=[C:24]([C:29]([NH2:31])=[O:30])[C:25]=4[NH:26]3)=[CH:18][CH:17]=2)=[O:15])[CH2:13][CH2:12][O:11][CH2:10][CH2:9]1, predict the reactants needed to synthesize it. The reactants are: Br[C:2]1[CH:7]=[CH:6][CH:5]=[CH:4][N:3]=1.[N:8]1([C:14]([C:16]2[CH:28]=[C:27]3[C:19]([C:20]4[CH:21]=[C:22](B5OC(C)(C)C(C)(C)O5)[CH:23]=[C:24]([C:29]([NH2:31])=[O:30])[C:25]=4[NH:26]3)=[CH:18][CH:17]=2)=[O:15])[CH2:13][CH2:12][O:11][CH2:10][CH2:9]1.C([O-])([O-])=O.[Na+].[Na+].C1(C)C=CC=CC=1. (4) Given the product [F:18][C:2]([F:1])([F:17])[CH2:3][N:4]1[C:9](=[O:10])[CH:8]=[N:7][C:6]([C:11]2[CH:16]=[CH:15][CH:14]=[CH:13][CH:12]=2)=[N:5]1, predict the reactants needed to synthesize it. The reactants are: [F:1][C:2]([F:18])([F:17])[CH2:3][N:4]1[C:9](=[O:10])[CH2:8][NH:7][C:6]([C:11]2[CH:16]=[CH:15][CH:14]=[CH:13][CH:12]=2)=[N:5]1.C(C1C(=O)C(Cl)=C(Cl)C(=O)C=1C#N)#N. (5) The reactants are: [CH3:1][O:2][C:3]1[CH:4]=[C:5]2[C:10](=[CH:11][C:12]=1[O:13][CH3:14])[N:9]=[CH:8][CH:7]=[C:6]2[O:15][C:16]1[CH:21]=[CH:20][C:19]([N+:22]([O-])=O)=[CH:18][CH:17]=1.CCO. Given the product [CH3:1][O:2][C:3]1[CH:4]=[C:5]2[C:10](=[CH:11][C:12]=1[O:13][CH3:14])[N:9]=[CH:8][CH:7]=[C:6]2[O:15][C:16]1[CH:21]=[CH:20][C:19]([NH2:22])=[CH:18][CH:17]=1, predict the reactants needed to synthesize it. (6) Given the product [CH3:34][S:33][C:29]1[CH:30]=[CH:31][N:32]=[C:25]([O:20][C@@H:18]2[CH2:17][CH2:16][C@@H:15]([CH3:21])[N:14]([C:12]([C:7]3[CH:8]=[CH:9][CH:10]=[CH:11][C:6]=3[N:2]3[N:3]=[CH:4][CH:5]=[N:1]3)=[O:13])[CH2:19]2)[C:26]=1[C:27]#[N:28], predict the reactants needed to synthesize it. The reactants are: [N:1]1[N:2]([C:6]2[CH:11]=[CH:10][CH:9]=[CH:8][C:7]=2[C:12]([N:14]2[CH2:19][C@H:18]([OH:20])[CH2:17][CH2:16][C@H:15]2[CH3:21])=[O:13])[N:3]=[CH:4][CH:5]=1.[H-].[Na+].Cl[C:25]1[N:32]=[CH:31][CH:30]=[C:29]([S:33][CH3:34])[C:26]=1[C:27]#[N:28]. (7) Given the product [C:40]([NH:44][Si:45]([CH:20]1[C:17]2=[CH:18][C:19]3[C:7]([CH2:1][CH2:2][CH2:3][CH2:4][CH2:5][CH3:6])([CH2:24][CH2:25][CH2:26][CH2:27][CH2:28][CH3:29])[C:8]4[C:13]([C:14]=3[CH:15]=[C:16]2[CH:22]=[C:21]1[CH3:23])=[CH:12][CH:11]=[CH:10][CH:9]=4)([CH3:47])[CH3:46])([CH3:43])([CH3:42])[CH3:41], predict the reactants needed to synthesize it. The reactants are: [CH2:1]([C:7]1([CH2:24][CH2:25][CH2:26][CH2:27][CH2:28][CH3:29])[C:19]2[CH:18]=[C:17]3[CH:20]=[C:21]([CH3:23])[CH2:22][C:16]3=[CH:15][C:14]=2[C:13]2[C:8]1=[CH:9][CH:10]=[CH:11][CH:12]=2)[CH2:2][CH2:3][CH2:4][CH2:5][CH3:6].C([Li])CCC.C(N)(C)(C)C.[C:40]([NH:44][Si:45](C1C2C(=CC3C(CCCCCC)(CCCCCC)C4C(C=3C=2)=CC=CC=4)C=C1C)([CH3:47])[CH3:46])([CH3:43])([CH3:42])[CH3:41].